From a dataset of Peptide-MHC class I binding affinity with 185,985 pairs from IEDB/IMGT. Regression. Given a peptide amino acid sequence and an MHC pseudo amino acid sequence, predict their binding affinity value. This is MHC class I binding data. (1) The peptide sequence is GEGPGINPI. The MHC is HLA-A66:01 with pseudo-sequence HLA-A66:01. The binding affinity (normalized) is 0.213. (2) The peptide sequence is FWLMVYEGL. The MHC is HLA-B15:09 with pseudo-sequence HLA-B15:09. The binding affinity (normalized) is 0.0847. (3) The peptide sequence is RVVVQIDPEY. The MHC is HLA-A68:01 with pseudo-sequence HLA-A68:01. The binding affinity (normalized) is 0.345. (4) The peptide sequence is AEVVPGFQAL. The MHC is Mamu-A11 with pseudo-sequence Mamu-A11. The binding affinity (normalized) is 0.626. (5) The peptide sequence is LLYDANYFV. The MHC is HLA-A68:02 with pseudo-sequence HLA-A68:02. The binding affinity (normalized) is 0.679. (6) The peptide sequence is YFPDWQNYT. The MHC is HLA-A03:01 with pseudo-sequence HLA-A03:01. The binding affinity (normalized) is 0. (7) The peptide sequence is EEVWRDPYL. The MHC is HLA-B15:01 with pseudo-sequence HLA-B15:01. The binding affinity (normalized) is 0.0847. (8) The peptide sequence is EGYEEFTM. The MHC is H-2-Kb with pseudo-sequence H-2-Kb. The binding affinity (normalized) is 0.0735. (9) The peptide sequence is LMTAISQGI. The MHC is HLA-B07:02 with pseudo-sequence HLA-B07:02. The binding affinity (normalized) is 0.0847. (10) The MHC is HLA-A26:01 with pseudo-sequence HLA-A26:01. The peptide sequence is RDALGRTAL. The binding affinity (normalized) is 0.0847.